Dataset: Catalyst prediction with 721,799 reactions and 888 catalyst types from USPTO. Task: Predict which catalyst facilitates the given reaction. (1) Reactant: O[C:2]1[C:11]2[C:6](=[CH:7][CH:8]=[C:9]([N+:12]([O-:14])=[O:13])[CH:10]=2)[N:5]=[CH:4][C:3]=1[C:15]([O:17][CH2:18][CH3:19])=[O:16].C(Cl)(=O)C([Cl:23])=O.CN(C)C=O.CC(C)=O. Product: [Cl:23][C:2]1[C:11]2[C:6](=[CH:7][CH:8]=[C:9]([N+:12]([O-:14])=[O:13])[CH:10]=2)[N:5]=[CH:4][C:3]=1[C:15]([O:17][CH2:18][CH3:19])=[O:16]. The catalyst class is: 22. (2) Reactant: Br[C:2]1[S:3][C:4]([N:12]([C@H:15]2[CH2:20][CH2:19][C@H:18]([N:21]([CH3:23])[CH3:22])[CH2:17][CH2:16]2)[CH2:13][CH3:14])=[C:5]([CH3:11])[C:6]=1[C:7]([O:9][CH3:10])=[O:8].[Cu][C:25]#[N:26]. Product: [C:25]([C:2]1[S:3][C:4]([N:12]([C@H:15]2[CH2:20][CH2:19][C@H:18]([N:21]([CH3:23])[CH3:22])[CH2:17][CH2:16]2)[CH2:13][CH3:14])=[C:5]([CH3:11])[C:6]=1[C:7]([O:9][CH3:10])=[O:8])#[N:26]. The catalyst class is: 18. (3) Reactant: [CH3:1][O:2][C:3]1[CH:4]=[CH:5][CH:6]=[C:7]2[C:11]=1[CH:10]([NH:12][C:13]1[C:18]([CH2:19][OH:20])=[CH:17][N:16]=[C:15]([S:21][CH3:22])[N:14]=1)[CH2:9][CH2:8]2. Product: [CH3:1][O:2][C:3]1[CH:4]=[CH:5][CH:6]=[C:7]2[C:11]=1[CH:10]([NH:12][C:13]1[C:18]([CH:19]=[O:20])=[CH:17][N:16]=[C:15]([S:21][CH3:22])[N:14]=1)[CH2:9][CH2:8]2. The catalyst class is: 327. (4) Reactant: [OH:1][CH2:2][CH2:3][N:4](C)[C:5](=O)OC(C)(C)C.C(OCC)(=O)C.N1C=CC=CC=1.[C:25]([Cl:32])(=[O:31])[O:26][CH2:27][CH2:28][O:29][CH3:30]. Product: [ClH:32].[C:25](=[O:31])([O:1][CH2:2][CH2:3][NH:4][CH3:5])[O:26][CH2:27][CH2:28][O:29][CH3:30]. The catalyst class is: 6. (5) Reactant: [CH:1]12[O:8][CH:5]([CH2:6][CH2:7]1)[CH2:4][N:3]([C:9]1[CH:14]=[CH:13][C:12]([NH:15][C:16]3[N:21]=[CH:20][N:19]=[C:18]([C:22]4[CH:23]=[CH:24][C:25]([O:30][C@H:31]5[CH2:36][CH2:35][NH:34][CH2:33][C@H:32]5[F:37])=[C:26]([CH:29]=4)[C:27]#[N:28])[N:17]=3)=[CH:11][CH:10]=1)[CH2:2]2.CN(C(ON1N=NC2C=CC=NC1=2)=[N+](C)C)C.F[P-](F)(F)(F)(F)F.[OH:62][C@@H:63]([CH3:67])[C:64](O)=[O:65].C(N(CC)C(C)C)(C)C. Product: [CH:1]12[O:8][CH:5]([CH2:6][CH2:7]1)[CH2:4][N:3]([C:9]1[CH:14]=[CH:13][C:12]([NH:15][C:16]3[N:21]=[CH:20][N:19]=[C:18]([C:22]4[CH:23]=[CH:24][C:25]([O:30][C@H:31]5[CH2:36][CH2:35][N:34]([C:64](=[O:65])[C@@H:63]([OH:62])[CH3:67])[CH2:33][C@H:32]5[F:37])=[C:26]([CH:29]=4)[C:27]#[N:28])[N:17]=3)=[CH:11][CH:10]=1)[CH2:2]2. The catalyst class is: 2.